Dataset: Full USPTO retrosynthesis dataset with 1.9M reactions from patents (1976-2016). Task: Predict the reactants needed to synthesize the given product. Given the product [CH3:26][S:27]([OH:30])(=[O:29])=[O:28].[Cl:1][C:2]1[CH:3]=[C:4]2[C:8](=[CH:9][CH:10]=1)[NH:7][C:6]([C:11]([NH:13][NH:14][C:15](=[O:25])[C:16]1[CH:21]=[CH:20][CH:19]=[C:18]([N:22]([CH3:23])[CH3:24])[CH:17]=1)=[O:12])=[CH:5]2, predict the reactants needed to synthesize it. The reactants are: [Cl:1][C:2]1[CH:3]=[C:4]2[C:8](=[CH:9][CH:10]=1)[NH:7][C:6]([C:11]([NH:13][NH:14][C:15](=[O:25])[C:16]1[CH:21]=[CH:20][CH:19]=[C:18]([N:22]([CH3:24])[CH3:23])[CH:17]=1)=[O:12])=[CH:5]2.[CH3:26][S:27]([OH:30])(=[O:29])=[O:28].C(OCC)C.